From a dataset of Forward reaction prediction with 1.9M reactions from USPTO patents (1976-2016). Predict the product of the given reaction. (1) Given the reactants [C:1]([CH:3]1[CH2:6][C:5]2([CH2:10][CH2:9][N:8]([C:11]([O:13][C:14]([CH3:17])([CH3:16])[CH3:15])=[O:12])[CH2:7]2)[CH2:4]1)#[N:2].[OH-].[Na+], predict the reaction product. The product is: [NH2:2][CH2:1][CH:3]1[CH2:4][C:5]2([CH2:10][CH2:9][N:8]([C:11]([O:13][C:14]([CH3:17])([CH3:16])[CH3:15])=[O:12])[CH2:7]2)[CH2:6]1. (2) Given the reactants Cl[C:2]1[CH:7]=[C:6]([NH:8][CH2:9][CH3:10])[CH:5]=[CH:4][N:3]=1.C([NH2:14])CC, predict the reaction product. The product is: [NH2:14][C:2]1[CH:7]=[C:6]([NH:8][CH2:9][CH3:10])[CH:5]=[CH:4][N:3]=1. (3) Given the reactants [C:1]1([CH3:11])[C:2]([C:7]([O:9][CH3:10])=[O:8])=[CH:3][CH:4]=[CH:5][CH:6]=1.C[C:13]([CH2:18][CH2:19][CH3:20])([CH2:16][OH:17])[CH2:14]O.[CH3:21][O-:22].[K+], predict the reaction product. The product is: [C:1]1([CH3:11])[C:2]([C:7]([O:9][CH2:10][C:13]([CH3:14])([CH2:18][CH2:19][CH3:20])[CH2:16][O:17][C:21]([C:6]2[C:1]([CH3:11])=[CH:2][CH:3]=[CH:4][CH:5]=2)=[O:22])=[O:8])=[CH:3][CH:4]=[CH:5][CH:6]=1. (4) Given the reactants [CH3:1][C:2]1[C:6]([CH2:7][C:8]([OH:10])=O)=[CH:5][O:4][N:3]=1.CN(C(ON1N=NC2C=CC=NC1=2)=[N+](C)C)C.F[P-](F)(F)(F)(F)F.C(N(C(C)C)CC)(C)C.[C:44]([O:48][C:49]([N:51]1[CH2:56][CH2:55][CH:54]([NH:57][C:58]2[C:63]([N+:64]([O-])=O)=[CH:62][N:61]=[C:60]3[N:67]([S:70]([C:73]4[CH:78]=[CH:77][CH:76]=[CH:75][CH:74]=4)(=[O:72])=[O:71])[CH:68]=[CH:69][C:59]=23)[CH2:53][CH2:52]1)=[O:50])([CH3:47])([CH3:46])[CH3:45].C([O-])(O)=O.[Na+], predict the reaction product. The product is: [C:44]([O:48][C:49]([N:51]1[CH2:52][CH2:53][CH:54]([NH:57][C:58]2[C:63]([NH:64][C:8](=[O:10])[CH2:7][C:6]3[C:2]([CH3:1])=[N:3][O:4][CH:5]=3)=[CH:62][N:61]=[C:60]3[N:67]([S:70]([C:73]4[CH:78]=[CH:77][CH:76]=[CH:75][CH:74]=4)(=[O:71])=[O:72])[CH:68]=[CH:69][C:59]=23)[CH2:55][CH2:56]1)=[O:50])([CH3:47])([CH3:45])[CH3:46]. (5) Given the reactants [CH2:1]([O:3][C:4](=[O:32])[CH2:5][C:6]1[CH:7]=[N:8][C:9]([OH:31])=[C:10]([C:12]2[CH:17]=[CH:16][C:15]([C:18]([F:21])([F:20])[F:19])=[CH:14][C:13]=2[CH2:22][N:23]([C:26]([CH:28]2[CH2:30][CH2:29]2)=[O:27])[CH2:24][CH3:25])[CH:11]=1)[CH3:2].Br[CH2:34][CH:35]1[CH2:37][CH2:36]1, predict the reaction product. The product is: [CH2:1]([O:3][C:4](=[O:32])[CH2:5][C:6]1[CH:7]=[N:8][C:9]([O:31][CH2:34][CH:35]2[CH2:37][CH2:36]2)=[C:10]([C:12]2[CH:17]=[CH:16][C:15]([C:18]([F:21])([F:20])[F:19])=[CH:14][C:13]=2[CH2:22][N:23]([C:26]([CH:28]2[CH2:29][CH2:30]2)=[O:27])[CH2:24][CH3:25])[CH:11]=1)[CH3:2]. (6) Given the reactants [CH:1]1([C:7]2[CH:21]=[CH:20][C:10]([O:11][C:12]3[CH:13]=[C:14]([CH:17]=[CH:18][CH:19]=3)[C:15]#[N:16])=[CH:9][CH:8]=2)[CH2:6][CH2:5][CH2:4][CH2:3][CH2:2]1.[H-].[H-].[H-].[H-].[Li+].[Al+3].[NH4+].[Cl-], predict the reaction product. The product is: [CH:1]1([C:7]2[CH:21]=[CH:20][C:10]([O:11][C:12]3[CH:13]=[C:14]([CH:17]=[CH:18][CH:19]=3)[CH2:15][NH2:16])=[CH:9][CH:8]=2)[CH2:2][CH2:3][CH2:4][CH2:5][CH2:6]1. (7) The product is: [CH3:73][O:72][C:69](=[O:71])[C:70]1[CH:20]=[C:19]([O:64][CH3:63])[CH:18]=[CH:17][C:22]=1[NH:1][C:2]1[N:6]([C:7]2[CH:12]=[CH:11][CH:10]=[CH:9][C:8]=2[CH3:13])[N:5]=[C:4]([CH3:14])[C:3]=1[C:15]#[N:16]. Given the reactants [NH2:1][C:2]1[N:6]([C:7]2[CH:12]=[CH:11][CH:10]=[CH:9][C:8]=2[CH3:13])[N:5]=[C:4]([CH3:14])[C:3]=1[C:15]#[N:16].[CH:17]1[CH:18]=[CH:19][C:20](P([C:18]2[C:19]([C:18]3[C:19](P([C:18]4[CH:19]=[CH:20]C=[CH:22][CH:17]=4)[C:18]4[CH:19]=[CH:20]C=[CH:22][CH:17]=4)=[CH:20][CH:20]=[C:19]4[C:17]=3[CH:22]=[CH:22][CH:17]=[CH:18]4)=[C:20]3[C:22]([CH:17]=[CH:18][CH:19]=[CH:20]3)=[CH:22][CH:17]=2)[C:18]2[CH:19]=[CH:20]C=[CH:22][CH:17]=2)=C[CH:22]=1.[C:63](=O)([O-])[O-:64].[Cs+].[Cs+].[C:69]([O:72][CH2:73]C)(=[O:71])[CH3:70], predict the reaction product. (8) Given the reactants [NH2:1][C@H:2]([C:13]1[CH:18]=[CH:17][CH:16]=[CH:15][CH:14]=1)[CH2:3][N:4]([CH3:12])[C:5](=[O:11])[C@H:6]([CH3:10])[CH2:7][CH:8]=[CH2:9].[C:19](O)(=[O:24])[CH2:20][CH2:21][CH:22]=[CH2:23], predict the reaction product. The product is: [CH3:12][N:4]([CH2:3][C@H:2]([NH:1][C:19](=[O:24])[CH2:20][CH2:21][CH:22]=[CH2:23])[C:13]1[CH:14]=[CH:15][CH:16]=[CH:17][CH:18]=1)[C:5](=[O:11])[C@H:6]([CH3:10])[CH2:7][CH:8]=[CH2:9]. (9) Given the reactants [C:1]([C:3]1[CH:4]=[C:5]([NH:9][C:10](=[O:21])[CH2:11][C:12]2[CH:17]=[CH:16][C:15]([OH:18])=[C:14]([O:19][CH3:20])[CH:13]=2)[CH:6]=[CH:7][CH:8]=1)#[CH:2].[F:22][C:23]([F:32])([F:31])[C:24]1[CH:29]=[CH:28][CH:27]=[CH:26][C:25]=1I.C(N(CC)CC)C, predict the reaction product. The product is: [OH:18][C:15]1[CH:16]=[CH:17][C:12]([CH2:11][C:10]([NH:9][C:5]2[CH:6]=[CH:7][CH:8]=[C:3]([C:1]#[C:2][C:25]3[CH:26]=[CH:27][CH:28]=[CH:29][C:24]=3[C:23]([F:32])([F:31])[F:22])[CH:4]=2)=[O:21])=[CH:13][C:14]=1[O:19][CH3:20].